This data is from Forward reaction prediction with 1.9M reactions from USPTO patents (1976-2016). The task is: Predict the product of the given reaction. (1) The product is: [C:34]([C:33]1[CH:32]=[C:31]([NH:30][C:2]2[CH:3]=[CH:4][CH:5]=[C:6]3[C:10]=2[NH:9][C:8]([C:11]([O:13][CH2:14][CH3:15])=[O:12])=[C:7]3[CH2:16][CH2:17][CH2:18][O:19][C:20]2[C:29]3[C:24](=[CH:25][CH:26]=[CH:27][CH:28]=3)[CH:23]=[CH:22][CH:21]=2)[CH:38]=[CH:37][CH:36]=1)#[N:35]. Given the reactants Br[C:2]1[CH:3]=[CH:4][CH:5]=[C:6]2[C:10]=1[NH:9][C:8]([C:11]([O:13][CH2:14][CH3:15])=[O:12])=[C:7]2[CH2:16][CH2:17][CH2:18][O:19][C:20]1[C:29]2[C:24](=[CH:25][CH:26]=[CH:27][CH:28]=2)[CH:23]=[CH:22][CH:21]=1.[NH2:30][C:31]1[CH:32]=[C:33]([CH:36]=[CH:37][CH:38]=1)[C:34]#[N:35].C1(P(C2CCCCC2)C2C=CC=CC=2C2C(N(C)C)=CC=CC=2)CCCCC1.C([O-])([O-])=O.[Cs+].[Cs+], predict the reaction product. (2) Given the reactants Cl.[Br:2][C:3]1[CH:8]=[CH:7][C:6]([C:9]2[NH:13][C:12](=[O:14])[C:11]3([CH2:19][CH2:18][NH:17][CH2:16][CH2:15]3)[N:10]=2)=[CH:5][CH:4]=1.CCN(C(C)C)C(C)C.Cl[C:30]([O:32][CH3:33])=[O:31], predict the reaction product. The product is: [Br:2][C:3]1[CH:8]=[CH:7][C:6]([C:9]2[NH:13][C:12](=[O:14])[C:11]3([CH2:19][CH2:18][N:17]([C:30]([O:32][CH3:33])=[O:31])[CH2:16][CH2:15]3)[N:10]=2)=[CH:5][CH:4]=1. (3) Given the reactants [Cl:1][C:2]1[CH:3]=[C:4]([CH2:17][N:18]2[C:22]([CH3:23])=[CH:21][C:20]([C:24]([NH:26][C@@H:27]3[CH2:31][CH2:30][NH:29][CH2:28]3)=[O:25])=[N:19]2)[C:5]2[O:9][C:8]([C:10]3[CH:15]=[CH:14][CH:13]=[CH:12][CH:11]=3)=[CH:7][C:6]=2[CH:16]=1.C(N1CC[O:37][CH2:36][CH2:35]1)C.C(OC(=O)C)(=O)C, predict the reaction product. The product is: [C:36]([N:29]1[CH2:30][CH2:31][C@@H:27]([NH:26][C:24]([C:20]2[CH:21]=[C:22]([CH3:23])[N:18]([CH2:17][C:4]3[C:5]4[O:9][C:8]([C:10]5[CH:15]=[CH:14][CH:13]=[CH:12][CH:11]=5)=[CH:7][C:6]=4[CH:16]=[C:2]([Cl:1])[CH:3]=3)[N:19]=2)=[O:25])[CH2:28]1)(=[O:37])[CH3:35]. (4) Given the reactants [C:1]([C:3]1[CH:4]=[C:5]([C:9]2[CH:17]=[CH:16][C:12]([C:13]([OH:15])=O)=[CH:11][N:10]=2)[CH:6]=[CH:7][CH:8]=1)#[N:2].[F:18][C:19]([F:29])([F:28])[CH2:20][N:21]1[CH2:26][CH2:25][CH:24]([NH2:27])[CH2:23][CH2:22]1, predict the reaction product. The product is: [C:1]([C:3]1[CH:4]=[C:5]([C:9]2[CH:17]=[CH:16][C:12]([C:13]([NH:27][CH:24]3[CH2:25][CH2:26][N:21]([CH2:20][C:19]([F:29])([F:18])[F:28])[CH2:22][CH2:23]3)=[O:15])=[CH:11][N:10]=2)[CH:6]=[CH:7][CH:8]=1)#[N:2]. (5) Given the reactants [OH-].[Na+].[Br:3][C:4]1[CH:13]=[CH:12][C:7]([C:8]([O:10]C)=[O:9])=[CH:6][CH:5]=1, predict the reaction product. The product is: [Br:3][C:4]1[CH:13]=[CH:12][C:7]([C:8]([OH:10])=[O:9])=[CH:6][CH:5]=1. (6) Given the reactants F[B-](F)(F)F.[O:6]=[N+:7]=[O:8].[Br:9][C:10]1[N:15]2[N:16]=[C:17]([CH2:19][CH3:20])[CH:18]=[C:14]2[C:13]([O:21][CH3:22])=[CH:12][CH:11]=1.O, predict the reaction product. The product is: [Br:9][C:10]1[N:15]2[N:16]=[C:17]([CH2:19][CH3:20])[C:18]([N+:7]([O-:8])=[O:6])=[C:14]2[C:13]([O:21][CH3:22])=[CH:12][CH:11]=1. (7) Given the reactants [Si:1]([O:8][CH2:9][C@@H:10]([N:12]1[C:16]2[N:17]=[CH:18][N:19]=[C:20](Cl)[C:15]=2[CH:14]=[CH:13]1)[CH3:11])([C:4]([CH3:7])([CH3:6])[CH3:5])([CH3:3])[CH3:2], predict the reaction product. The product is: [Si:1]([O:8][CH2:9][C@@H:10]([N:12]1[C:16]2[N:17]=[CH:18][N:19]=[CH:20][C:15]=2[CH:14]=[CH:13]1)[CH3:11])([C:4]([CH3:5])([CH3:6])[CH3:7])([CH3:2])[CH3:3]. (8) Given the reactants Br[C:2]1[CH:7]=[CH:6][C:5]([CH3:8])=[CH:4][C:3]=1[C:9]([N:11]1[CH2:16][CH2:15][CH2:14][C@H:13]([CH3:17])[C@@H:12]1[CH2:18][NH:19][C:20]1[CH:25]=[CH:24][C:23]([C:26]([F:29])([F:28])[F:27])=[CH:22][N:21]=1)=[O:10].C([Sn](CCCC)(CCCC)[C:35]1[N:40]=[CH:39][CH:38]=[CH:37][N:36]=1)CCC.[C:49]([O-:52])([O-])=[O:50].[Cs+].[Cs+], predict the reaction product. The product is: [CH3:17][C@H:13]1[CH2:14][CH2:15][CH2:16][N:11]([C:9]([C:3]2[CH:4]=[C:5]([CH3:8])[CH:6]=[CH:7][C:2]=2[C:35]2[N:40]=[CH:39][CH:38]=[CH:37][N:36]=2)=[O:10])[C@H:12]1[CH2:18][NH:19][C:20]1[CH:25]=[CH:24][C:23]([C:26]([F:29])([F:28])[F:27])=[CH:22][N:21]=1.[C:49]([OH:52])([C:26]([F:29])([F:28])[F:27])=[O:50]. (9) Given the reactants [NH2:1][C:2]1[C:11]2[C:6](=[CH:7][CH:8]=[CH:9][CH:10]=2)[CH:5]=[CH:4][C:3]=1[C:12]([OH:21])([C:17]([F:20])([F:19])[F:18])[C:13]([F:16])([F:15])[F:14].[C:22]1([C:28]2[CH:36]=[CH:35][C:31]([C:32](Cl)=[O:33])=[CH:30][CH:29]=2)[CH:27]=[CH:26][CH:25]=[CH:24][CH:23]=1, predict the reaction product. The product is: [F:20][C:17]([F:18])([F:19])[C:12]([C:3]1[CH:4]=[CH:5][C:6]2[C:11](=[CH:10][CH:9]=[CH:8][CH:7]=2)[C:2]=1[NH:1][C:32]([C:31]1[CH:35]=[CH:36][C:28]([C:22]2[CH:23]=[CH:24][CH:25]=[CH:26][CH:27]=2)=[CH:29][CH:30]=1)=[O:33])([OH:21])[C:13]([F:14])([F:15])[F:16]. (10) Given the reactants [C:1]([C:3]1([CH3:26])[C:12]2[C:7](=[CH:8][CH:9]=[CH:10][CH:11]=2)[C:6]([OH:13])=[C:5]([C:14]([NH:16][CH2:17][C:18]([O:20]C(C)(C)C)=[O:19])=[O:15])[C:4]1=[O:25])#[N:2], predict the reaction product. The product is: [C:1]([C:3]1([CH3:26])[C:12]2[C:7](=[CH:8][CH:9]=[CH:10][CH:11]=2)[C:6]([OH:13])=[C:5]([C:14]([NH:16][CH2:17][C:18]([OH:20])=[O:19])=[O:15])[C:4]1=[O:25])#[N:2].